From a dataset of Forward reaction prediction with 1.9M reactions from USPTO patents (1976-2016). Predict the product of the given reaction. (1) Given the reactants [C:1]1([C:7]2[N:11]=[C:10]([CH2:12][C:13]#[N:14])[NH:9][N:8]=2)[CH:6]=[CH:5][CH:4]=[CH:3][CH:2]=1, predict the reaction product. The product is: [C:1]1([C:7]2[N:11]=[C:10]([CH2:12][CH2:13][NH2:14])[NH:9][N:8]=2)[CH:2]=[CH:3][CH:4]=[CH:5][CH:6]=1. (2) Given the reactants [NH2:1][C:2]1[C:3]2[CH:23]=[CH:22][CH:21]=[CH:20][C:4]=2[C:5]2[C@@H:6]([CH2:18][Cl:19])[CH2:7][N:8]([C:11]([O:13][C:14]([CH3:17])([CH3:16])[CH3:15])=[O:12])[C:9]=2[CH:10]=1.[O:24]=[C:25]1[CH:29]=[CH:28][C:27](=[O:30])[N:26]1[CH2:31][CH2:32][CH2:33][CH2:34][CH2:35][C:36](O)=[O:37].Cl.CN(C)CCCN=C=NCC.C1(C)C=CC(S(O)(=O)=O)=CC=1, predict the reaction product. The product is: [Cl:19][CH2:18][C@@H:6]1[C:5]2[C:4]3[CH:20]=[CH:21][CH:22]=[CH:23][C:3]=3[C:2]([NH:1][C:36](=[O:37])[CH2:35][CH2:34][CH2:33][CH2:32][CH2:31][N:26]3[C:27](=[O:30])[CH:28]=[CH:29][C:25]3=[O:24])=[CH:10][C:9]=2[N:8]([C:11]([O:13][C:14]([CH3:16])([CH3:17])[CH3:15])=[O:12])[CH2:7]1. (3) The product is: [OH:1][C@@H:2]([C@H:4]1[C:44](=[O:45])[N:6]2[C:7]([C:31]([O-:33])=[O:32])=[C:8]([C:11]3[S:15][C:14]4=[C:16]([C:19]([C:21]5[CH:22]=[N+:23]([CH3:48])[C:28]6[C:29]([CH:30]=5)=[CH:24][CH:25]=[CH:26][CH:27]=6)=[O:20])[N:17]=[CH:18][N:13]4[CH:12]=3)[C@H:9]([CH3:10])[C@H:5]12)[CH3:3]. Given the reactants [OH:1][C@@H:2]([C@H:4]1[C:44](=[O:45])[N:6]2[C:7]([C:31]([O:33]CC3C=CC([N+]([O-])=O)=CC=3)=[O:32])=[C:8]([C:11]3[S:15][C:14]4=[C:16]([C:19]([C:21]5[CH:22]=[N:23][C:24]6[C:29]([CH:30]=5)=[CH:28][CH:27]=[CH:26][CH:25]=6)=[O:20])[N:17]=[CH:18][N:13]4[CH:12]=3)[C@H:9]([CH3:10])[C@H:5]12)[CH3:3].CI.[CH2:48](OCC)C, predict the reaction product. (4) Given the reactants [F:1][C:2]1[CH:7]=[CH:6][C:5]([C:8]2[C:16]3[C:15]([N:17]4[CH2:22][CH2:21][N:20]([CH3:23])[CH2:19][CH2:18]4)=[N:14][CH:13]=[N:12][C:11]=3[O:10][C:9]=2[C:24]2[CH:29]=[CH:28][C:27]([N+:30]([O-])=O)=[CH:26][CH:25]=2)=[CH:4][CH:3]=1.[H][H], predict the reaction product. The product is: [F:1][C:2]1[CH:7]=[CH:6][C:5]([C:8]2[C:16]3[C:15]([N:17]4[CH2:18][CH2:19][N:20]([CH3:23])[CH2:21][CH2:22]4)=[N:14][CH:13]=[N:12][C:11]=3[O:10][C:9]=2[C:24]2[CH:25]=[CH:26][C:27]([NH2:30])=[CH:28][CH:29]=2)=[CH:4][CH:3]=1. (5) Given the reactants C(NC(C)C)(C)C.C([Li])CCC.[CH2:13]([O:15][C:16]([C:18]1([C:25]([O:27][CH2:28][CH3:29])=[O:26])[CH2:23][CH2:22][C:21](=[O:24])[CH2:20][CH2:19]1)=[O:17])[CH3:14].[F:30][C:31]([F:51])([F:50])[S:32](N(C1C=CC(Cl)=CN=1)[S:32]([C:31]([F:51])([F:50])[F:30])(=[O:34])=[O:33])(=[O:34])=[O:33], predict the reaction product. The product is: [CH2:28]([O:27][C:25]([C:18]1([C:16]([O:15][CH2:13][CH3:14])=[O:17])[CH2:23][CH2:22][C:21]([O:24][S:32]([C:31]([F:51])([F:50])[F:30])(=[O:34])=[O:33])=[CH:20][CH2:19]1)=[O:26])[CH3:29]. (6) Given the reactants [Li]C(C)(C)C.Br[C:7]1[CH:8]=[C:9]2[CH:15]=[N:14][NH:13][C:10]2=[CH:11][N:12]=1.CN([CH:19]=[O:20])C, predict the reaction product. The product is: [NH:13]1[C:10]2=[CH:11][N:12]=[C:7]([CH:19]=[O:20])[CH:8]=[C:9]2[CH:15]=[N:14]1. (7) Given the reactants NC(NC)NC(=O)CC1C(Cl)=CC=CC=1Cl.[C:17]([C:19]1[CH:24]=[CH:23][C:22]([NH:25][C:26]2[N:31]=[C:30]([CH2:32][C:33]3[C:38]([Cl:39])=[CH:37][CH:36]=[CH:35][C:34]=3[Cl:40])[N:29]=[C:28]([NH:41][C:42](NC(C)C)=O)[N:27]=2)=[CH:21][CH:20]=1)#[N:18], predict the reaction product. The product is: [Cl:39][C:38]1[CH:37]=[CH:36][CH:35]=[C:34]([Cl:40])[C:33]=1[CH2:32][C:30]1[N:29]=[C:28]([NH:41][CH3:42])[N:27]=[C:26]([NH:25][C:22]2[CH:21]=[CH:20][C:19]([C:17]#[N:18])=[CH:24][CH:23]=2)[N:31]=1.